From a dataset of Full USPTO retrosynthesis dataset with 1.9M reactions from patents (1976-2016). Predict the reactants needed to synthesize the given product. (1) Given the product [NH2:1][C:2]1[C:3]([C:8]([NH:11][C:12]2[CH:17]=[CH:16][C:15]([F:18])=[CH:14][C:13]=2[OH:19])=[O:10])=[N:4][CH:5]=[CH:6][N:7]=1, predict the reactants needed to synthesize it. The reactants are: [NH2:1][C:2]1[C:3]([C:8]([OH:10])=O)=[N:4][CH:5]=[CH:6][N:7]=1.[NH2:11][C:12]1[CH:17]=[CH:16][C:15]([F:18])=[CH:14][C:13]=1[OH:19].CN(C=O)C.CN(C(ON1N=NC2C=CC=NC1=2)=[N+](C)C)C.F[P-](F)(F)(F)(F)F. (2) Given the product [CH:1]1([C:6]([OH:33])([CH2:23][C:24]2[O:25][C:26]([CH3:31])([CH3:32])[O:27][C:28](=[O:30])[CH:29]=2)[CH2:7][CH2:8][C:9]2[CH:14]=[CH:13][C:12]([C:15]([CH2:18][CH3:19])([CH2:20][CH3:21])[C:16]#[N:17])=[C:11]([F:22])[CH:10]=2)[CH2:5][CH2:4][CH2:3][CH2:2]1, predict the reactants needed to synthesize it. The reactants are: [CH:1]1([C:6]([OH:33])([CH2:23][C:24]2[O:25][C:26]([CH3:32])([CH3:31])[O:27][C:28](=[O:30])[CH:29]=2)[C:7]#[C:8][C:9]2[CH:14]=[CH:13][C:12]([C:15]([CH2:20][CH3:21])([CH2:18][CH3:19])[C:16]#[N:17])=[C:11]([F:22])[CH:10]=2)[CH2:5][CH2:4][CH2:3][CH2:2]1.C1(C(O)(CC2OC(C)(C)OC(=O)C=2)C#CC2C=CC(C3(C#N)CC3)=C(F)C=2)CCCC1. (3) The reactants are: Cl[C:2]1[CH:3]=[C:4]([NH:11][C:12]2[CH:17]=[CH:16][CH:15]=[C:14]([N:18]3[CH2:22][CH2:21][CH2:20][CH:19]3[CH3:23])[N:13]=2)[C:5]2[N:6]([CH:8]=[CH:9][N:10]=2)[N:7]=1.[C:24]([C:28]1[CH:33]=[CH:32][C:31](B(O)O)=[CH:30][CH:29]=1)([CH3:27])([CH3:26])[CH3:25].C([O-])([O-])=O.[Na+].[Na+].CC(C1C=C(C(C)C)C(C2C=CC=CC=2P(C2CCCCC2)C2CCCCC2)=C(C(C)C)C=1)C. Given the product [C:24]([C:28]1[CH:33]=[CH:32][C:31]([C:2]2[CH:3]=[C:4]([NH:11][C:12]3[CH:17]=[CH:16][CH:15]=[C:14]([N:18]4[CH2:22][CH2:21][CH2:20][CH:19]4[CH3:23])[N:13]=3)[C:5]3[N:6]([CH:8]=[CH:9][N:10]=3)[N:7]=2)=[CH:30][CH:29]=1)([CH3:27])([CH3:26])[CH3:25], predict the reactants needed to synthesize it. (4) Given the product [CH3:1][C:2]1[N:3]=[C:4]([CH2:7][CH2:8][CH3:9])[N:5]([C:27]2[N:28]=[CH:29][S:30][C:31]=2[NH:32][C:33](=[O:35])[CH3:34])[CH:6]=1, predict the reactants needed to synthesize it. The reactants are: [CH3:1][C:2]1[N:3]=[C:4]([CH2:7][CH2:8][CH3:9])[NH:5][CH:6]=1.C([O-])([O-])=O.[Cs+].[Cs+].CN[C@@H]1CCCC[C@H]1NC.Br[C:27]1[N:28]=[CH:29][S:30][C:31]=1[NH:32][C:33](=[O:35])[CH3:34].